Dataset: Reaction yield outcomes from USPTO patents with 853,638 reactions. Task: Predict the reaction yield, written as a fraction of the theoretical maximum amount of product (1.0 means a 100% yield; for example, 0.34 means a 34% yield). (1) The reactants are C(Cl)(=O)C(Cl)=O.[F:7][C:8]1[CH:13]=[CH:12][CH:11]=[CH:10][C:9]=1[C:14]1[C:19]([C:20](O)=[O:21])=[C:18]([CH3:23])[N:17]=[C:16]([N:24]2[CH2:29][CH2:28][O:27][CH2:26][CH2:25]2)[N:15]=1.[CH2:30]([NH:37][CH:38]([CH3:40])[CH3:39])[C:31]1[CH:36]=[CH:35][CH:34]=[CH:33][CH:32]=1.C(N(C(C)C)CC)(C)C. The catalyst is C(Cl)Cl.CN(C=O)C. The product is [CH2:30]([N:37]([CH:38]([CH3:40])[CH3:39])[C:20]([C:19]1[C:14]([C:9]2[CH:10]=[CH:11][CH:12]=[CH:13][C:8]=2[F:7])=[N:15][C:16]([N:24]2[CH2:25][CH2:26][O:27][CH2:28][CH2:29]2)=[N:17][C:18]=1[CH3:23])=[O:21])[C:31]1[CH:36]=[CH:35][CH:34]=[CH:33][CH:32]=1. The yield is 0.400. (2) The product is [CH2:1]([C:5]1[N:6]([CH2:16][C:15]2[CH:18]=[CH:19][CH:20]=[CH:21][C:14]=2[Cl:13])[CH:7]=[CH:8][N:9]=1)[CH2:2][CH2:3][CH3:4]. The yield is 0.610. The reactants are [CH2:1]([C:5]1[NH:6][CH:7]=[CH:8][N:9]=1)[CH2:2][CH2:3][CH3:4].C[O-].[Na+].[Cl:13][C:14]1[CH:21]=[CH:20][CH:19]=[CH:18][C:15]=1[CH2:16]Br. The catalyst is CO. (3) The product is [CH3:19][Si:18]([CH3:21])([CH3:20])[CH2:17][CH2:16][O:15][CH2:14][N:4]1[C:5]2[N:6]=[CH:7][C:8]3[N:9]([CH:11]=[N:12][N:13]=3)[C:10]=2[C:2]([C:22]([O:28][CH3:27])=[O:23])=[CH:3]1. The yield is 0.740. The reactants are I[C:2]1[C:10]2[N:9]3[CH:11]=[N:12][N:13]=[C:8]3[CH:7]=[N:6][C:5]=2[N:4]([CH2:14][O:15][CH2:16][CH2:17][Si:18]([CH3:21])([CH3:20])[CH3:19])[CH:3]=1.[CH3:22][OH:23].CN([CH:27]=[O:28])C. The catalyst is C1C=CC(P(C2C=CC=CC=2)[C-]2C=CC=C2)=CC=1.C1C=CC(P(C2C=CC=CC=2)[C-]2C=CC=C2)=CC=1.Cl[Pd]Cl.[Fe+2]. (4) The reactants are [CH2:1]([C@@H:5]1[NH:11][CH2:10][CH2:9][C@@H:8]([C:12]2[CH:17]=[CH:16][CH:15]=[CH:14][CH:13]=2)[NH:7][C:6]1=[O:18])[CH:2]([CH3:4])[CH3:3].[C:19]1([C@@H:25]2[CH2:27][C@H:26]2[C:28](O)=[O:29])[CH:24]=[CH:23][CH:22]=[CH:21][CH:20]=1.C([C@@H]1N(C(=O)/C=C/C2C=CC=CC=2)C[C@H](CC(C)C)NC1=O)C(C)C. No catalyst specified. The product is [CH2:1]([C@@H:5]1[N:11]([C:28]([C@@H:26]2[CH2:27][C@H:25]2[C:19]2[CH:24]=[CH:23][CH:22]=[CH:21][CH:20]=2)=[O:29])[CH2:10][CH2:9][C@@H:8]([C:12]2[CH:13]=[CH:14][CH:15]=[CH:16][CH:17]=2)[NH:7][C:6]1=[O:18])[CH:2]([CH3:4])[CH3:3]. The yield is 0.694.